This data is from Reaction yield outcomes from USPTO patents with 853,638 reactions. The task is: Predict the reaction yield, written as a fraction of the theoretical maximum amount of product (1.0 means a 100% yield; for example, 0.34 means a 34% yield). (1) The reactants are Br[C:2]1[C:3]([F:14])=[CH:4][N:5]=[C:6]2[C:11]=1[N:10]=[C:9]([O:12][CH3:13])[CH:8]=[CH:7]2.C(=O)([O-])[O-].[K+].[K+].CO[CH2:23][CH2:24]OC. The catalyst is O. The product is [CH:23]([C:2]1[C:3]([F:14])=[CH:4][N:5]=[C:6]2[C:11]=1[N:10]=[C:9]([O:12][CH3:13])[CH:8]=[CH:7]2)=[CH2:24]. The yield is 0.900. (2) The reactants are [CH3:1][O-:2].[Na+].Br[C:5]1[N:6]([CH3:26])[C:7]([C:16]2[S:17][C:18]3[N:19]=[CH:20][N:21]=[C:22]([NH2:25])[C:23]=3[N:24]=2)=[C:8]([C:10]2[CH:15]=[CH:14][CH:13]=[CH:12][CH:11]=2)[N:9]=1. The catalyst is CO. The product is [CH3:1][O:2][C:5]1[N:6]([CH3:26])[C:7]([C:16]2[S:17][C:18]3[N:19]=[CH:20][N:21]=[C:22]([NH2:25])[C:23]=3[N:24]=2)=[C:8]([C:10]2[CH:15]=[CH:14][CH:13]=[CH:12][CH:11]=2)[N:9]=1. The yield is 0.780. (3) The reactants are [Br:1][C:2]1[CH:3]=[C:4]([F:11])[C:5](SC)=[C:6]([F:8])[CH:7]=1.O[O:13][S:14]([O-:16])=O.[K+].[CH3:18]O. No catalyst specified. The product is [Br:1][C:2]1[CH:7]=[C:6]([F:8])[C:5]([S:14]([CH3:18])(=[O:16])=[O:13])=[C:4]([F:11])[CH:3]=1. The yield is 0.400. (4) The reactants are [Mn]([O-])(=O)(=O)=O.[K+].CC(C)=[O:9].[C:11]([O:15][CH2:16][C:17]1[CH:22]=[CH:21][CH:20]=[CH:19][CH:18]=1)(=[O:14])[CH:12]=[CH2:13].[OH2:23]. No catalyst specified. The product is [C:11]([O:15][CH2:16][C:17]1[CH:22]=[CH:21][CH:20]=[CH:19][CH:18]=1)(=[O:14])[CH:12]([CH2:13][OH:9])[OH:23]. The yield is 0.330. (5) The reactants are [N:1]1[C:9]2[C:4](=[N:5][CH:6]=[CH:7][CH:8]=2)[S:3][C:2]=1[N:10]=[C:11](SC)SC.Cl.Cl.[NH2:18][CH2:19][C@@:20]1([OH:27])[C@@H:25]2[CH2:26][N:22]([CH2:23][CH2:24]2)[CH2:21]1. No catalyst specified. The product is [N:1]1[C:9]2[C:4](=[N:5][CH:6]=[CH:7][CH:8]=2)[S:3][C:2]=1[NH:10][C:11]1[O:27][C@@:20]2([C@@H:25]3[CH2:26][N:22]([CH2:23][CH2:24]3)[CH2:21]2)[CH2:19][N:18]=1. The yield is 0.670. (6) The reactants are F[C:2]1[CH:7]=[CH:6][C:5]([C:8]2[CH:9]=[N:10][C:11]([N:14]3[CH2:19][CH2:18][N:17]([S:20]([CH2:23][C@H:24]([CH:29]([CH3:31])[CH3:30])[C:25]([NH:27][OH:28])=[O:26])(=[O:22])=[O:21])[CH2:16][CH2:15]3)=[N:12][CH:13]=2)=[CH:4][CH:3]=1.[C:32](C1C=CC(C2C=NC(N3CCN(S(C[C@H](C(C)C)C(O)=O)(=O)=O)CC3)=NC=2)=CC=1)#[N:33]. No catalyst specified. The product is [C:32]([C:2]1[CH:7]=[CH:6][C:5]([C:8]2[CH:9]=[N:10][C:11]([N:14]3[CH2:19][CH2:18][N:17]([S:20]([CH2:23][C@H:24]([CH:29]([CH3:30])[CH3:31])[C:25]([NH:27][OH:28])=[O:26])(=[O:21])=[O:22])[CH2:16][CH2:15]3)=[N:12][CH:13]=2)=[CH:4][CH:3]=1)#[N:33]. The yield is 0.530. (7) The reactants are [CH3:1][C:2]1[C:6]([CH2:7][N:8]2[CH:12]=[C:11]([N:13]3[C:17](=[O:18])[CH2:16][NH:15][C:14]3=[O:19])[CH:10]=[N:9]2)=[C:5]([CH3:20])[O:4][N:3]=1.Br[CH2:22][C:23]1[CH:24]=[C:25]([CH:28]=[CH:29][CH:30]=1)[C:26]#[N:27]. No catalyst specified. The product is [CH3:1][C:2]1[C:6]([CH2:7][N:8]2[CH:12]=[C:11]([N:13]3[C:17](=[O:18])[CH2:16][N:15]([CH2:22][C:23]4[CH:24]=[C:25]([CH:28]=[CH:29][CH:30]=4)[C:26]#[N:27])[C:14]3=[O:19])[CH:10]=[N:9]2)=[C:5]([CH3:20])[O:4][N:3]=1. The yield is 0.210. (8) The reactants are [Si:1]([O:8][CH2:9][C@@H:10]1[NH:16][C:15]2[N:17]([CH3:26])[N:18]=[C:19]([C:20]3[CH:25]=[CH:24][CH:23]=[CH:22][N:21]=3)[C:14]=2[C@H:13](OC(=O)C2C=CC=C(C)C=2)[S:12][CH2:11]1)([C:4]([CH3:7])([CH3:6])[CH3:5])([CH3:3])[CH3:2].[CH3:37][C:38]1[C:43]([NH2:44])=[CH:42][CH:41]=[CH:40][N:39]=1.[CH3:45][Si]([N-][Si](C)(C)C)(C)C.[Li+].[CH3:55][CH2:56][CH2:57][CH2:58][CH2:59][CH3:60].C1C[O:64][CH2:63]C1. No catalyst specified. The product is [Si:1]([O:8][CH2:9][C@@H:10]1[NH:16][C:15]2[N:17]([CH3:26])[N:18]=[C:19]([C:20]3[CH:25]=[CH:24][CH:23]=[CH:22][N:21]=3)[C:14]=2[C@@H:13]([C:57]2[C:56]([CH3:45])=[CH:55][CH:60]=[CH:59][C:58]=2[C:63]([NH:44][C:43]2[C:38]([CH3:37])=[N:39][CH:40]=[CH:41][CH:42]=2)=[O:64])[S:12][CH2:11]1)([C:4]([CH3:6])([CH3:5])[CH3:7])([CH3:3])[CH3:2]. The yield is 0.850.